From a dataset of Catalyst prediction with 721,799 reactions and 888 catalyst types from USPTO. Predict which catalyst facilitates the given reaction. Reactant: [Li+].C[Si]([N-][Si](C)(C)C)(C)C.[O:11]1[C:15]2([CH2:20][CH2:19][CH:18]([OH:21])[CH2:17][CH2:16]2)[O:14][CH2:13][CH2:12]1.F[C:23]1[CH:28]=[C:27]([F:29])[CH:26]=[CH:25][C:24]=1[N+:30]([O-:32])=[O:31]. Product: [F:29][C:27]1[CH:26]=[CH:25][C:24]([N+:30]([O-:32])=[O:31])=[C:23]([CH:28]=1)[O:21][CH:18]1[CH2:19][CH2:20][C:15]2([O:14][CH2:13][CH2:12][O:11]2)[CH2:16][CH2:17]1. The catalyst class is: 1.